Dataset: Catalyst prediction with 721,799 reactions and 888 catalyst types from USPTO. Task: Predict which catalyst facilitates the given reaction. (1) Reactant: [CH3:1][O:2][C:3]([CH:5]1[C:10](=[O:11])[C:9]([CH3:13])([CH3:12])[CH2:8][N:7]([C:14]([O:16]C(C)(C)C)=O)[CH2:6]1)=[O:4].Cl.C(N(CC)CC)C.[F:29][C:30]1[CH:38]=[CH:37][C:33](C(Cl)=O)=[CH:32][CH:31]=1. The catalyst class is: 2. Product: [CH3:1][O:2][C:3]([CH:5]1[C:10](=[O:11])[C:9]([CH3:12])([CH3:13])[CH2:8][N:7]([C:14](=[O:16])[C:33]2[CH:37]=[CH:38][C:30]([F:29])=[CH:31][CH:32]=2)[CH2:6]1)=[O:4]. (2) Reactant: Br.Br[CH2:3][C:4]([C:6]1[CH:11]=[CH:10][N:9]=[CH:8][CH:7]=1)=O.[C:12]([C:16]1[CH:17]=[C:18]([NH:22][C:23]([NH2:25])=[S:24])[CH:19]=[CH:20][CH:21]=1)([CH3:15])([CH3:14])[CH3:13].N. Product: [C:12]([C:16]1[CH:17]=[C:18]([NH:22][C:23]2[S:24][CH:3]=[C:4]([C:6]3[CH:11]=[CH:10][N:9]=[CH:8][CH:7]=3)[N:25]=2)[CH:19]=[CH:20][CH:21]=1)([CH3:15])([CH3:13])[CH3:14]. The catalyst class is: 88. (3) Product: [Br:1][C:2]1[CH:3]=[C:4]([O:15][CH3:11])[C:5]([O:10][CH3:17])=[C:6]([CH:9]=1)[C:7]#[N:8]. Reactant: [Br:1][C:2]1[CH:3]=[CH:4][C:5]([OH:10])=[C:6]([CH:9]=1)[C:7]#[N:8].[C:11]([O:15][K])(C)(C)C.[CH3:17]OCCl. The catalyst class is: 3. (4) Reactant: N12CCN(CC1)CC2.Cl[CH2:10][C:11]([O:13][C:14]([CH3:17])([CH3:16])[CH3:15])=[O:12].[Cl:18][C:19]1[CH:28]=[CH:27][C:26]2[C:21](=[CH:22][CH:23]=[C:24]([S:29]([CH:32]=[CH2:33])(=[O:31])=[O:30])[CH:25]=2)[CH:20]=1.[OH-].[Na+]. Product: [Cl:18][C:19]1[CH:20]=[C:21]2[C:26](=[CH:27][CH:28]=1)[CH:25]=[C:24]([S:29]([C@@H:32]1[CH2:33][C@H:10]1[C:11]([O:13][C:14]([CH3:17])([CH3:16])[CH3:15])=[O:12])(=[O:31])=[O:30])[CH:23]=[CH:22]2. The catalyst class is: 10. (5) Product: [O:5]=[C:6]([N:31]1[CH2:36][CH2:35][N:34]([C:37](=[O:48])[C:38]2[CH:43]=[CH:42][CH:41]=[CH:40][C:39]=2[C:44]([F:46])([F:47])[F:45])[CH2:33][CH2:32]1)[CH2:7][NH:8][C:9]([C:11]1[CH:16]=[CH:15][C:14]([C:17]2[CH:22]=[CH:21][CH:20]=[CH:19][C:18]=2[OH:23])=[CH:13][CH:12]=1)=[O:10]. Reactant: C([O-])=O.[NH4+].[O:5]=[C:6]([N:31]1[CH2:36][CH2:35][N:34]([C:37](=[O:48])[C:38]2[CH:43]=[CH:42][CH:41]=[CH:40][C:39]=2[C:44]([F:47])([F:46])[F:45])[CH2:33][CH2:32]1)[CH2:7][NH:8][C:9]([C:11]1[CH:16]=[CH:15][C:14]([C:17]2[CH:22]=[CH:21][CH:20]=[CH:19][C:18]=2[O:23]CC2C=CC=CC=2)=[CH:13][CH:12]=1)=[O:10]. The catalyst class is: 838. (6) Reactant: [NH2:1][CH2:2][CH2:3][CH2:4][NH:5][C:6]1[S:7][C:8]([C:11]([C:13]2[CH:18]=[CH:17][CH:16]=[CH:15][C:14]=2[CH3:19])=[O:12])=[CH:9][N:10]=1.CN(C)C1C=C[N+]([S:28]([NH:31][C:32]([O:34][C:35]([CH3:38])([CH3:37])[CH3:36])=[O:33])(=[O:30])=[O:29])=CC=1. Product: [CH3:19][C:14]1[CH:15]=[CH:16][CH:17]=[CH:18][C:13]=1[C:11]([C:8]1[S:7][C:6]([NH:5][CH2:4][CH2:3][CH2:2][NH:1][S:28]([NH:31][C:32](=[O:33])[O:34][C:35]([CH3:37])([CH3:36])[CH3:38])(=[O:29])=[O:30])=[N:10][CH:9]=1)=[O:12]. The catalyst class is: 4.